This data is from Catalyst prediction with 721,799 reactions and 888 catalyst types from USPTO. The task is: Predict which catalyst facilitates the given reaction. (1) Reactant: P(Br)(Br)[Br:2].[CH:5]1([C:8]2[O:12][N:11]=[C:10]([C:13]3[C:18]([Cl:19])=[CH:17][CH:16]=[CH:15][C:14]=3[Cl:20])[C:9]=2[CH2:21]O)[CH2:7][CH2:6]1. Product: [Br:2][CH2:21][C:9]1[C:10]([C:13]2[C:18]([Cl:19])=[CH:17][CH:16]=[CH:15][C:14]=2[Cl:20])=[N:11][O:12][C:8]=1[CH:5]1[CH2:7][CH2:6]1. The catalyst class is: 2. (2) Reactant: O[CH2:2][N:3]1[CH2:6][C:5]([CH3:8])([CH3:7])[C:4]1=[O:9].S(Cl)(Cl)=O.[N:14]1[CH:19]=[CH:18][CH:17]=[C:16]([C:20]2[NH:21][C:22]3[C:27]([CH:28]=2)=[CH:26][C:25]([C:29]#[N:30])=[CH:24][CH:23]=3)[CH:15]=1.[H-].[Na+].[Cl-]. Product: [CH3:7][C:5]1([CH3:8])[CH2:6][N:3]([CH2:2][N:21]2[C:22]3[C:27](=[CH:26][C:25]([C:29]#[N:30])=[CH:24][CH:23]=3)[CH:28]=[C:20]2[C:16]2[CH:15]=[N:14][CH:19]=[CH:18][CH:17]=2)[C:4]1=[O:9]. The catalyst class is: 174. (3) Reactant: [CH3:1][O:2][C:3](=[O:12])[C:4]1[CH:9]=[CH:8][CH:7]=[C:6]([Cl:10])[C:5]=1Br.[C:13]([Cu])#[N:14].CCOC(C)=O.[OH-].[Na+]. Product: [CH3:1][O:2][C:3](=[O:12])[C:4]1[CH:9]=[CH:8][CH:7]=[C:6]([Cl:10])[C:5]=1[C:13]#[N:14]. The catalyst class is: 3.